This data is from Full USPTO retrosynthesis dataset with 1.9M reactions from patents (1976-2016). The task is: Predict the reactants needed to synthesize the given product. Given the product [Br:22][C:23]1[C:27]([CH3:29])([CH3:28])[O:26]/[C:25](=[C:6]2/[C:7](=[O:11])[NH:8][C:9]3[C:5]/2=[CH:4][CH:3]=[C:2]([F:1])[CH:10]=3)/[CH:24]=1, predict the reactants needed to synthesize it. The reactants are: [F:1][C:2]1[CH:10]=[C:9]2[C:5]([CH2:6][C:7](=[O:11])[NH:8]2)=[CH:4][CH:3]=1.[Li+].C[Si]([N-][Si](C)(C)C)(C)C.[Br:22][C:23]1[C:27]([CH3:29])([CH3:28])[O:26][C:25](=O)[CH:24]=1.Cl.